The task is: Predict the reactants needed to synthesize the given product.. This data is from Full USPTO retrosynthesis dataset with 1.9M reactions from patents (1976-2016). (1) Given the product [CH2:1]([N:8]1[CH2:13][C@H:12]([CH3:14])[C:11](=[O:19])[C@H:10]([CH3:20])[CH2:9]1)[C:2]1[CH:3]=[CH:4][CH:5]=[CH:6][CH:7]=1, predict the reactants needed to synthesize it. The reactants are: [CH2:1]([N:8]1[CH2:13][C:12](C)([C:14](OC)=O)[C:11](=[O:19])[C:10](C)([C:20](OC)=O)[CH2:9]1)[C:2]1[CH:7]=[CH:6][CH:5]=[CH:4][CH:3]=1.Cl.[OH-].[Na+]. (2) Given the product [CH3:7][O:8][C:9]1[C:18]2[C:13](=[CH:14][CH:15]=[CH:16][CH:17]=2)[C:12]([O:19][CH3:20])=[CH:11][C:10]=1[CH2:21][OH:22], predict the reactants needed to synthesize it. The reactants are: [H-].[Al+3].[Li+].[H-].[H-].[H-].[CH3:7][O:8][C:9]1[C:18]2[C:13](=[CH:14][CH:15]=[CH:16][CH:17]=2)[C:12]([O:19][CH3:20])=[CH:11][C:10]=1[C:21](OC)=[O:22].[NH4+].[Cl-].Cl. (3) The reactants are: [CH3:1][O:2][CH2:3][PH:4]([CH2:6][CH2:7][CH:8]=O)=[O:5].[CH2:10]([NH2:17])[C:11]1[CH:16]=[CH:15][CH:14]=[CH:13][CH:12]=1. Given the product [CH2:10]([N:17]=[CH:8][CH2:7][CH2:6][PH:4]([CH2:3][O:2][CH3:1])=[O:5])[C:11]1[CH:16]=[CH:15][CH:14]=[CH:13][CH:12]=1, predict the reactants needed to synthesize it.